Dataset: Full USPTO retrosynthesis dataset with 1.9M reactions from patents (1976-2016). Task: Predict the reactants needed to synthesize the given product. (1) Given the product [CH3:3][C@H:2]([NH2:1])[C:4]([OH:6])=[O:5].[CH:11]1[C:10]([CH2:9][C@H:8]([NH2:7])[C:17]([OH:19])=[O:18])=[CH:15][CH:14]=[C:13]([OH:16])[CH:12]=1.[CH2:27]([CH2:26][C@H:25]([NH2:24])[C:31]([OH:33])=[O:32])[CH2:28][CH2:29][NH2:30].[CH2:44]([C@H:45]([NH2:46])[C:47]([OH:49])=[O:48])[CH2:43][C:50]([OH:52])=[O:51], predict the reactants needed to synthesize it. The reactants are: [NH2:1][C@H:2]([C:4]([OH:6])=[O:5])[CH3:3].[NH2:7][C@H:8]([C:17]([OH:19])=[O:18])[CH2:9][C:10]1[CH:15]=[CH:14][C:13]([OH:16])=[CH:12][CH:11]=1.FC(F)(F)C([NH:24][C@H:25]([C:31]([OH:33])=[O:32])[CH2:26][CH2:27][CH2:28][CH2:29][NH2:30])=O.C([CH:43]([C:50]([O-:52])=[O:51])[CH2:44][C@@H:45]([C:47]([O-:49])=[O:48])[NH2:46])C1C=CC=CC=1.C(NCC)C. (2) Given the product [Si:1]([O:18][CH2:19][C:20]1[C:21]([N:35]2[CH2:36][C@H:37]([CH3:42])[O:38][C@H:39]([CH3:41])[CH2:40]2)=[C:22]([F:34])[C:23]2[O:27][N:26]=[C:25]([C:28]([NH:49][CH:46]3[CH2:47][CH2:48][O:43][CH2:44][CH2:45]3)=[O:29])[C:24]=2[CH:33]=1)([C:14]([CH3:15])([CH3:16])[CH3:17])([C:8]1[CH:9]=[CH:10][CH:11]=[CH:12][CH:13]=1)[C:2]1[CH:3]=[CH:4][CH:5]=[CH:6][CH:7]=1, predict the reactants needed to synthesize it. The reactants are: [Si:1]([O:18][CH2:19][C:20]1[C:21]([N:35]2[CH2:40][C@H:39]([CH3:41])[O:38][C@H:37]([CH3:42])[CH2:36]2)=[C:22]([F:34])[C:23]2[O:27][N:26]=[C:25]([C:28](OCC)=[O:29])[C:24]=2[CH:33]=1)([C:14]([CH3:17])([CH3:16])[CH3:15])([C:8]1[CH:13]=[CH:12][CH:11]=[CH:10][CH:9]=1)[C:2]1[CH:7]=[CH:6][CH:5]=[CH:4][CH:3]=1.[O:43]1[CH2:48][CH2:47][CH:46]([NH2:49])[CH2:45][CH2:44]1. (3) Given the product [OH:8][CH2:9][CH:10]([C:33]1[CH:34]=[C:35]([CH:38]=[CH:39][CH:40]=1)[C:36]#[N:37])[O:11][N:12]=[C:13]1[CH2:18][CH2:17][N:16]([S:19]([C:22]2[CH:23]=[CH:24][C:25]([O:28][C:29]([F:31])([F:30])[F:32])=[CH:26][CH:27]=2)(=[O:21])=[O:20])[CH2:15][CH2:14]1, predict the reactants needed to synthesize it. The reactants are: [Si]([O:8][CH2:9][CH:10]([C:33]1[CH:34]=[C:35]([CH:38]=[CH:39][CH:40]=1)[C:36]#[N:37])[O:11][N:12]=[C:13]1[CH2:18][CH2:17][N:16]([S:19]([C:22]2[CH:27]=[CH:26][C:25]([O:28][C:29]([F:32])([F:31])[F:30])=[CH:24][CH:23]=2)(=[O:21])=[O:20])[CH2:15][CH2:14]1)(C(C)(C)C)(C)C.O.[F-].C([N+](CCCC)(CCCC)CCCC)CCC. (4) Given the product [Cl:1][C:2]1[N:3]=[CH:4][C:5]([C:6]([N:21]([CH3:20])[O:22][CH3:23])=[O:7])=[CH:9][CH:10]=1, predict the reactants needed to synthesize it. The reactants are: [Cl:1][C:2]1[CH:10]=[CH:9][C:5]([C:6](Cl)=[O:7])=[CH:4][N:3]=1.C(N(CC)C(C)C)C.Cl.[CH3:20][NH:21][O:22][CH3:23]. (5) Given the product [CH2:1]([O:4][C:5]1[CH:10]=[CH:9][C:8]([O:11][CH2:24][CH2:25][O:26][CH:27]2[CH2:32][CH2:31][CH2:30][CH2:29][O:28]2)=[CH:7][C:6]=1[N:12]1[C:13](=[O:22])[C:14]2[C:19](=[CH:18][CH:17]=[CH:16][CH:15]=2)[C:20]1=[O:21])[CH:2]=[CH2:3], predict the reactants needed to synthesize it. The reactants are: [CH2:1]([O:4][C:5]1[CH:10]=[CH:9][C:8]([OH:11])=[CH:7][C:6]=1[N:12]1[C:20](=[O:21])[C:19]2[C:14](=[CH:15][CH:16]=[CH:17][CH:18]=2)[C:13]1=[O:22])[CH:2]=[CH2:3].Br[CH2:24][CH2:25][O:26][CH:27]1[CH2:32][CH2:31][CH2:30][CH2:29][O:28]1.C([O-])([O-])=O.[K+].[K+]. (6) Given the product [CH2:9]([N:8]([CH2:13][CH:14]([CH3:15])[CH3:16])[C:7]1[CH:6]=[CH:5][C:4]([C@@H:17]([CH3:23])[CH2:18][C:19]([OH:21])=[O:20])=[CH:3][C:2]=1[NH:1][C:32]([NH:30][C:28]1[CH:29]=[N:24][CH:25]=[N:26][CH:27]=1)=[O:33])[CH:10]([CH3:12])[CH3:11], predict the reactants needed to synthesize it. The reactants are: [NH2:1][C:2]1[CH:3]=[C:4]([C@H:17]([CH3:23])[CH2:18][C:19]([O:21]C)=[O:20])[CH:5]=[CH:6][C:7]=1[N:8]([CH2:13][CH:14]([CH3:16])[CH3:15])[CH2:9][CH:10]([CH3:12])[CH3:11].[N:24]1[CH:29]=[C:28]([NH2:30])[CH:27]=[N:26][CH:25]=1.N[C:32](N)=[O:33]. (7) Given the product [CH2:30]([O:29][CH2:28][O:1][C@H:2]1[CH2:6][N:5]([C:7]([O:9][C:10]([CH3:11])([CH3:12])[CH3:13])=[O:8])[C@@H:4]([C:14]([O:16][CH3:17])=[O:15])[CH2:3]1)[C:31]1[CH:36]=[CH:35][CH:34]=[CH:33][CH:32]=1, predict the reactants needed to synthesize it. The reactants are: [OH:1][C@H:2]1[CH2:6][N:5]([C:7]([O:9][C:10]([CH3:13])([CH3:12])[CH3:11])=[O:8])[C@@H:4]([C:14]([O:16][CH3:17])=[O:15])[CH2:3]1.C(N(CC)C(C)C)(C)C.Cl[CH2:28][O:29][CH2:30][C:31]1[CH:36]=[CH:35][CH:34]=[CH:33][CH:32]=1.O. (8) The reactants are: [C:1]([NH:7][C:8]1[N:9]=[C:10](C2N=CNN=2)[C:11]2[CH:17]=[C:16]([Br:18])[CH:15]=[N:14][C:12]=2[N:13]=1)(=[O:6])[C:2]([CH3:5])([CH3:4])[CH3:3].[NH2:24][C:25]1[CH:30]=[CH:29][CH:28]=[C:27]([CH3:31])[CH:26]=1.O. Given the product [C:1]([NH:7][C:8]1[N:9]=[C:10]([NH:24][C:25]2[CH:30]=[CH:29][CH:28]=[C:27]([CH3:31])[CH:26]=2)[C:11]2[CH:17]=[C:16]([Br:18])[CH:15]=[N:14][C:12]=2[N:13]=1)(=[O:6])[C:2]([CH3:3])([CH3:4])[CH3:5], predict the reactants needed to synthesize it. (9) Given the product [F:50][C:51]1[CH:52]=[C:53]([CH:63]=[CH:64][C:65]=1[NH:66][C:67]1[N:72]=[C:71]([NH:73][C:74]2[C:75]([C:90](=[O:93])[NH:91][CH3:92])=[N:76][C:77]([C:80]3[CH:81]=[N:82][N:83]([CH2:85][CH2:86][CH2:87][CH2:88][OH:89])[CH:84]=3)=[CH:78][CH:79]=2)[C:70]([C:94]([F:97])([F:95])[F:96])=[CH:69][N:68]=1)[CH2:54][P:55](=[O:59])([OH:62])[O:56][CH2:57][CH3:58], predict the reactants needed to synthesize it. The reactants are: C(N(CC)C(C1C=C(C2C=NN(CCCO)C=2)C=CC=1NC1C(C(F)(F)F)=CN=C(NC2C=CC(CP(=O)(O)OCC)=CC=2OC)N=1)=O)C.[F:50][C:51]1[CH:52]=[C:53]([CH:63]=[CH:64][C:65]=1[NH:66][C:67]1[N:72]=[C:71]([NH:73][C:74]2[C:75]([C:90](=[O:93])[NH:91][CH3:92])=[N:76][C:77]([C:80]3[CH:81]=[N:82][N:83]([CH2:85][CH2:86][CH2:87][CH2:88][OH:89])[CH:84]=3)=[CH:78][CH:79]=2)[C:70]([C:94]([F:97])([F:96])[F:95])=[CH:69][N:68]=1)[CH2:54][P:55](=[O:62])([O:59]CC)[O:56][CH2:57][CH3:58]. (10) The reactants are: [F:1][C:2]1[CH:3]=[C:4]([C:9](=[O:20])[CH2:10][C:11]2[NH:15][C:14]3[CH2:16][CH2:17][CH2:18][CH2:19][C:13]=3[N:12]=2)[CH:5]=[CH:6][C:7]=1[F:8].C[O-].[Na+].[C:24](OC)(=[O:27])[C:25]#[CH:26]. Given the product [F:1][C:2]1[CH:3]=[C:4]([CH:5]=[CH:6][C:7]=1[F:8])[C:9]([C:10]1[CH:26]=[CH:25][C:24](=[O:27])[N:15]2[C:14]3[CH2:16][CH2:17][CH2:18][CH2:19][C:13]=3[NH:12][C:11]=12)=[O:20], predict the reactants needed to synthesize it.